Dataset: CYP2C19 inhibition data for predicting drug metabolism from PubChem BioAssay. Task: Regression/Classification. Given a drug SMILES string, predict its absorption, distribution, metabolism, or excretion properties. Task type varies by dataset: regression for continuous measurements (e.g., permeability, clearance, half-life) or binary classification for categorical outcomes (e.g., BBB penetration, CYP inhibition). Dataset: cyp2c19_veith. (1) The compound is O=C(Nc1ccc(Cl)cc1C(=O)c1ccccc1Cl)c1ccco1. The result is 1 (inhibitor). (2) The compound is COCCNc1ncnc2ccc(-c3cccnc3)cc12. The result is 0 (non-inhibitor).